Dataset: Forward reaction prediction with 1.9M reactions from USPTO patents (1976-2016). Task: Predict the product of the given reaction. (1) Given the reactants [Br:1][C:2]1[CH:3]=[N:4][CH:5]=[C:6](Br)[C:7]=1/[CH:8]=[N:9]/[NH:10][C:11]1[CH:16]=[CH:15][C:14]([F:17])=[CH:13][CH:12]=1.CN[C@@H]1CCCC[C@H]1NC.C([O-])([O-])=O.[K+].[K+], predict the reaction product. The product is: [Br:1][C:2]1[CH:3]=[N:4][CH:5]=[C:6]2[N:10]([C:11]3[CH:16]=[CH:15][C:14]([F:17])=[CH:13][CH:12]=3)[N:9]=[CH:8][C:7]=12. (2) Given the reactants [CH3:1][O:2][C@H:3]([C@@H:8]([CH3:15])[C@@H:9]([O:13][CH3:14])/[CH:10]=[CH:11]/[CH3:12])[C@@H:4]([CH3:7])[CH2:5][OH:6].[C:16](Cl)(=[O:21])[C:17]([CH3:20])([CH3:19])[CH3:18], predict the reaction product. The product is: [CH3:1][O:2][C@H:3]([C@@H:8]([CH3:15])[C@@H:9]([O:13][CH3:14])/[CH:10]=[CH:11]/[CH3:12])[C@@H:4]([CH3:7])[CH2:5][O:6][C:16](=[O:21])[C:17]([CH3:20])([CH3:19])[CH3:18]. (3) Given the reactants [Br:1][C:2]1[C:7]([CH3:8])=[CH:6][CH:5]=[CH:4][C:3]=1[CH3:9].Cl[CH:11](Cl)[O:12]C.O, predict the reaction product. The product is: [Br:1][C:2]1[C:7]([CH3:8])=[C:6]([CH:5]=[CH:4][C:3]=1[CH3:9])[CH:11]=[O:12]. (4) Given the reactants [C:1]1([NH:7][CH2:8][C:9]([OH:11])=[O:10])[CH:6]=[CH:5][CH:4]=[CH:3][CH:2]=1.[CH3:12]O, predict the reaction product. The product is: [CH3:12][O:10][C:9](=[O:11])[CH2:8][NH:7][C:1]1[CH:6]=[CH:5][CH:4]=[CH:3][CH:2]=1. (5) Given the reactants [Cl:1][C:2]1[CH:7]=[CH:6][C:5]([C:8]2[NH:12][C:11](=[O:13])[N:10]([CH2:14][C:15]([NH:17][CH2:18][C:19]3[CH:24]=[CH:23][CH:22]=[CH:21][C:20]=3[C:25]([F:28])([F:27])[F:26])=[O:16])[N:9]=2)=[CH:4][CH:3]=1.C(=O)([O-])[O-].[Cs+].[Cs+].[F:35][C:36]([F:41])([F:40])[CH:37]1[O:39][CH2:38]1, predict the reaction product. The product is: [Cl:1][C:2]1[CH:7]=[CH:6][C:5]([C:8]2[N:12]([CH2:38][CH:37]([OH:39])[C:36]([F:41])([F:40])[F:35])[C:11](=[O:13])[N:10]([CH2:14][C:15]([NH:17][CH2:18][C:19]3[CH:24]=[CH:23][CH:22]=[CH:21][C:20]=3[C:25]([F:26])([F:27])[F:28])=[O:16])[N:9]=2)=[CH:4][CH:3]=1. (6) Given the reactants C(=O)([O-])[O-].[K+].[K+].[Cl:7][C:8]1[CH:13]=[CH:12][CH:11]=[CH:10][C:9]=1[CH:14]1NN=[C:16]([CH:19]2[CH2:21][CH2:20]2)[CH2:15]1, predict the reaction product. The product is: [Cl:7][C:8]1[CH:13]=[CH:12][CH:11]=[CH:10][C:9]=1[CH:14]1[CH2:15][CH:16]1[CH:19]1[CH2:21][CH2:20]1. (7) The product is: [CH2:18]([N:10]1[CH2:11][CH2:12][C:8]([C:4]2[CH:5]=[CH:6][CH:7]=[C:2]([Cl:1])[C:3]=2[F:15])([O:13][CH3:14])[CH2:9]1)[C:19]1[CH:24]=[CH:23][CH:22]=[CH:21][CH:20]=1. Given the reactants [Cl:1][C:2]1[C:3]([F:15])=[C:4]([C:8]2([O:13][CH3:14])[CH2:12][CH2:11][NH:10][CH2:9]2)[CH:5]=[CH:6][CH:7]=1.[H-].[Na+].[CH2:18](Br)[C:19]1[CH:24]=[CH:23][CH:22]=[CH:21][CH:20]=1, predict the reaction product. (8) Given the reactants Br[C:2]1[S:6][C:5]([C:7]([O:9][CH3:10])=[O:8])=[CH:4][CH:3]=1.[C:11]([O:15][C:16]([N:18]1[CH:22]=[CH:21][CH:20]=[C:19]1B(O)O)=[O:17])([CH3:14])([CH3:13])[CH3:12].C(=O)([O-])[O-].[Na+].[Na+], predict the reaction product. The product is: [CH3:10][O:9][C:7]([C:5]1[S:6][C:2]([C:19]2[N:18]([C:16]([O:15][C:11]([CH3:14])([CH3:13])[CH3:12])=[O:17])[CH:22]=[CH:21][CH:20]=2)=[CH:3][CH:4]=1)=[O:8]. (9) Given the reactants [Cl:1][C:2]1[CH:3]=[C:4]([C:12]2[S:16][C:15]([N:17]3[CH:25]4[CH:20]([CH2:21][N:22](C(OC(C)(C)C)=O)[CH2:23][CH2:24]4)[CH:19]=[N:18]3)=[N:14][N:13]=2)[CH:5]=[CH:6][C:7]=1[O:8][CH:9]([CH3:11])[CH3:10].[F:33][C:34]([F:39])([F:38])[C:35]([OH:37])=[O:36], predict the reaction product. The product is: [F:33][C:34]([F:39])([F:38])[C:35]([OH:37])=[O:36].[Cl:1][C:2]1[CH:3]=[C:4]([C:12]2[S:16][C:15]([N:17]3[C:25]4[CH2:24][CH2:23][NH:22][CH2:21][C:20]=4[CH:19]=[N:18]3)=[N:14][N:13]=2)[CH:5]=[CH:6][C:7]=1[O:8][CH:9]([CH3:10])[CH3:11]. (10) Given the reactants C(OC[N:9]1[C:18](=[O:19])[C:17]2[C:12](=[CH:13][CH:14]=[CH:15][C:16]=2[OH:20])[N:11]=[CH:10]1)(=O)C(C)(C)C.C1(P(C2C=CC=CC=2)C2C=CC=CC=2)C=CC=CC=1.[CH3:40][N:41]([CH3:47])[C:42](=[O:46])[C@H:43]([CH3:45])O, predict the reaction product. The product is: [CH3:40][N:41]([CH3:47])[C:42](=[O:46])[C@H:43]([O:20][C:16]1[CH:15]=[CH:14][CH:13]=[C:12]2[C:17]=1[C:18](=[O:19])[NH:9][CH:10]=[N:11]2)[CH3:45].